From a dataset of Catalyst prediction with 721,799 reactions and 888 catalyst types from USPTO. Predict which catalyst facilitates the given reaction. (1) Reactant: [CH2:1]([C@@:4]1([CH3:25])[CH2:9][C@H:8]([C:10]2[CH:15]=[CH:14][CH:13]=[C:12]([Cl:16])[CH:11]=2)[C@@H:7]([C:17]2[CH:22]=[CH:21][C:20]([Cl:23])=[CH:19][CH:18]=2)[NH:6][C:5]1=[O:24])[CH:2]=[CH2:3].[H-].[Na+].Br[CH:29]([CH2:34][CH3:35])[C:30]([O:32][CH3:33])=[O:31].[NH4+].[Cl-]. Product: [CH2:1]([C@@:4]1([CH3:25])[CH2:9][C@H:8]([C:10]2[CH:15]=[CH:14][CH:13]=[C:12]([Cl:16])[CH:11]=2)[C@@H:7]([C:17]2[CH:22]=[CH:21][C:20]([Cl:23])=[CH:19][CH:18]=2)[N:6]([C@@H:29]([CH2:34][CH3:35])[C:30]([O:32][CH3:33])=[O:31])[C:5]1=[O:24])[CH:2]=[CH2:3]. The catalyst class is: 3. (2) Reactant: [Br:1][C:2]1[CH:3]=[C:4]([N+:10]([O-])=O)[C:5]([C:8]#[N:9])=[N:6][CH:7]=1.[OH2:13].O.[Sn](Cl)Cl. Product: [NH2:10][C:4]1[C:5]([C:8]([NH2:9])=[O:13])=[N:6][CH:7]=[C:2]([Br:1])[CH:3]=1. The catalyst class is: 5. (3) Reactant: [F:1][C:2]1[CH:3]=[C:4]([CH2:9][C:10]([NH:12][C@H:13]([C:15]([OH:17])=O)[CH3:14])=[O:11])[CH:5]=[C:6]([F:8])[CH:7]=1.[CH3:18][O:19][C:20](=[O:38])[C@H:21]([CH2:30][C:31]1[CH:36]=[CH:35][C:34]([OH:37])=[CH:33][CH:32]=1)[NH:22]C(OC(C)(C)C)=O.[CH3:39][N:40]([CH3:45])[CH2:41][CH2:42][CH2:43]O. Product: [CH3:18][O:19][C:20](=[O:38])[C@H:21]([CH2:30][C:31]1[CH:32]=[CH:33][C:34]([O:37][CH2:43][CH2:42][CH2:41][N:40]([CH3:45])[CH3:39])=[CH:35][CH:36]=1)[NH:22][C:15](=[O:17])[C@H:13]([CH3:14])[NH:12][C:10](=[O:11])[CH2:9][C:4]1[CH:5]=[C:6]([F:8])[CH:7]=[C:2]([F:1])[CH:3]=1. The catalyst class is: 100. (4) Reactant: [F:1][C:2]1[C:3]([NH:9][CH2:10][C:11]2[CH:16]=[CH:15][CH:14]=[CH:13][C:12]=2[F:17])=[N:4][C:5]([OH:8])=[N:6][CH:7]=1.Cl[CH2:19][O:20][CH2:21][CH3:22]. Product: [CH2:21]([O:20][CH2:19][N:6]1[CH:7]=[C:2]([F:1])[C:3]([NH:9][CH2:10][C:11]2[CH:16]=[CH:15][CH:14]=[CH:13][C:12]=2[F:17])=[N:4][C:5]1=[O:8])[CH3:22]. The catalyst class is: 23. (5) Reactant: [F:1][C:2]1[CH:7]=[CH:6][CH:5]=[C:4]([O:8][CH2:9][CH2:10][CH2:11][CH2:12][CH2:13][CH3:14])[C:3]=1[F:15].C([Li])CCC.B(OC)(OC)[O:22]C.Cl. Product: [F:1][C:2]1([OH:22])[CH:7]=[CH:6][CH:5]=[C:4]([O:8][CH2:9][CH2:10][CH2:11][CH2:12][CH2:13][CH3:14])[CH:3]1[F:15]. The catalyst class is: 476. (6) The catalyst class is: 4. Product: [CH3:23][N:24]1[CH:28]=[C:27]([S:29]([NH:1][C:2]2[CH:3]=[CH:4][C:5]([O:16][C:17]3[CH:18]=[CH:19][CH:20]=[CH:21][CH:22]=3)=[C:6]([C:8]3[CH:9]=[CH:10][C:11](=[O:15])[N:12]([CH3:14])[CH:13]=3)[CH:7]=2)(=[O:31])=[O:30])[N:26]=[CH:25]1. Reactant: [NH2:1][C:2]1[CH:3]=[CH:4][C:5]([O:16][C:17]2[CH:22]=[CH:21][CH:20]=[CH:19][CH:18]=2)=[C:6]([C:8]2[CH:9]=[CH:10][C:11](=[O:15])[N:12]([CH3:14])[CH:13]=2)[CH:7]=1.[CH3:23][N:24]1[CH:28]=[C:27]([S:29](Cl)(=[O:31])=[O:30])[N:26]=[CH:25]1.C(N(CC)CC)C.